From a dataset of Forward reaction prediction with 1.9M reactions from USPTO patents (1976-2016). Predict the product of the given reaction. (1) The product is: [CH:1]([S:4][C:5]1[C:6]([CH:11]2[CH:15]([C:16]([O:18][CH2:19][CH3:20])=[O:17])[CH2:14][CH2:13][NH:12]2)=[N:7][CH:8]=[CH:9][CH:10]=1)([CH3:2])[CH3:3]. Given the reactants [CH:1]([S:4][C:5]1[C:6](/[CH:11]=[N:12]/[CH2:13][CH2:14][CH2:15][C:16]([O:18][CH2:19][CH3:20])=[O:17])=[N:7][CH:8]=[CH:9][CH:10]=1)([CH3:3])[CH3:2].CCN(CC)CC, predict the reaction product. (2) Given the reactants [Cl:1][C:2]1[CH:7]=[CH:6][C:5]([O:8][C:9]2[CH:14]=[CH:13][C:12]([CH2:15][CH2:16][NH2:17])=[CH:11][CH:10]=2)=[CH:4][C:3]=1[C:18]([F:21])([F:20])[F:19].[Cl:1][C:2]1[CH:7]=[CH:6][C:5]([O:8][C:9]2[CH:10]=[CH:11][C:12]([CH2:15][CH2:16][NH2:17])=[CH:13][CH:14]=2)=[CH:4][C:3]=1[C:18]([F:19])([F:20])[F:21].[N+](N[C:47]1[NH:48][CH:49]=[C:50]([CH2:54][C:55]2[CH:56]=[N:57][CH:58]=[N:59][CH:60]=2)[C:51](=[O:53])[N:52]=1)([O-])=O, predict the reaction product. The product is: [Cl:1][C:2]1[CH:7]=[CH:6][C:5]([O:8][C:9]2[CH:10]=[CH:11][C:12]([CH2:15][CH2:16][NH:17][C:47]3[NH:48][CH:49]=[C:50]([CH2:54][C:55]4[CH:56]=[N:57][N:59]([CH3:58])[CH:60]=4)[C:51](=[O:53])[N:52]=3)=[CH:13][CH:14]=2)=[CH:4][C:3]=1[C:18]([F:19])([F:20])[F:21]. (3) Given the reactants [CH3:1][C:2]1[C:8]([N+:9]([O-:11])=[O:10])=[CH:7][CH:6]=[CH:5][C:3]=1[NH2:4].[C:12](OC(=O)C)(=[O:14])[CH3:13], predict the reaction product. The product is: [C:12]([NH:4][C:3]1[CH:5]=[CH:6][CH:7]=[C:8]([N+:9]([O-:11])=[O:10])[C:2]=1[CH3:1])(=[O:14])[CH3:13]. (4) The product is: [F:23][C:20]1[CH:19]=[CH:18][C:17]([C:12]2[CH:13]=[C:14]3[C:9](=[CH:10][CH:11]=2)[CH:8]=[C:7]([S:32][C:28]2[N:27]([CH3:26])[CH:31]=[CH:30][N:29]=2)[CH:16]=[CH:15]3)=[CH:22][CH:21]=1. Given the reactants FC(F)(F)S(O[C:7]1[CH:16]=[CH:15][C:14]2[C:9](=[CH:10][CH:11]=[C:12]([C:17]3[CH:22]=[CH:21][C:20]([F:23])=[CH:19][CH:18]=3)[CH:13]=2)[CH:8]=1)(=O)=O.[CH3:26][N:27]1[CH:31]=[CH:30][N:29]=[C:28]1[SH:32].C(N(C(C)C)CC)(C)C.O, predict the reaction product. (5) Given the reactants [C:1]1([CH2:7][CH2:8][C:9]2[CH:14]=[CH:13][C:12]([C@@H:15]3[NH:19][C@H:18]([C:20]([NH2:22])=[O:21])[CH2:17][CH2:16]3)=[CH:11][CH:10]=2)[CH:6]=[CH:5][CH:4]=[CH:3][CH:2]=1.[ClH:23], predict the reaction product. The product is: [ClH:23].[C:1]1([CH2:7][CH2:8][C:9]2[CH:14]=[CH:13][C:12]([C@@H:15]3[NH:19][C@H:18]([C:20]([NH2:22])=[O:21])[CH2:17][CH2:16]3)=[CH:11][CH:10]=2)[CH:6]=[CH:5][CH:4]=[CH:3][CH:2]=1. (6) The product is: [CH2:1]([C:3]1[CH:8]=[C:7]([CH:9]2[CH2:10][CH2:11][N:12]([CH3:40])[CH2:13][CH2:14]2)[CH:6]=[CH:5][C:4]=1[NH:15][C:16]1[N:21]=[C:20]([CH2:22][CH2:23][C:24]2[CH:29]=[CH:28][CH:27]=[CH:26][C:25]=2[CH2:30][C:31]([NH2:33])=[O:32])[C:19]([C:34]([F:37])([F:36])[F:35])=[CH:18][N:17]=1)[CH3:2]. Given the reactants [CH2:1]([C:3]1[CH:8]=[C:7]([CH:9]2[CH2:14][CH2:13][NH:12][CH2:11][CH2:10]2)[CH:6]=[CH:5][C:4]=1[NH:15][C:16]1[N:21]=[C:20]([CH2:22][CH2:23][C:24]2[CH:29]=[CH:28][CH:27]=[CH:26][C:25]=2[CH2:30][C:31]([NH2:33])=[O:32])[C:19]([C:34]([F:37])([F:36])[F:35])=[CH:18][N:17]=1)[CH3:2].C=O.[C:40](O[BH-](OC(=O)C)OC(=O)C)(=O)C.[Na+], predict the reaction product. (7) Given the reactants C([O:3][C:4](=O)[C:5]([C:24]([F:27])([F:26])[F:25])([O:19][Si:20]([CH3:23])([CH3:22])[CH3:21])[CH2:6][C:7]([C:10]1[CH:15]=[CH:14][CH:13]=[C:12]([F:16])[C:11]=1[O:17][CH3:18])([CH3:9])[CH3:8])C.[H-].[H-].[H-].[H-].[Li+].[Al+3].C([O-])(O)=O.[Na+], predict the reaction product. The product is: [F:16][C:12]1[C:11]([O:17][CH3:18])=[C:10]([C:7]([CH3:8])([CH3:9])[CH2:6][C:5]([C:24]([F:26])([F:27])[F:25])([O:19][Si:20]([CH3:22])([CH3:23])[CH3:21])[CH2:4][OH:3])[CH:15]=[CH:14][CH:13]=1.